From a dataset of Catalyst prediction with 721,799 reactions and 888 catalyst types from USPTO. Predict which catalyst facilitates the given reaction. (1) Reactant: N[CH2:2][C:3]1[C:4]([CH3:25])=[N:5][C:6]2[N:7]([CH:17]=[C:18]([C:20]([O:22][CH2:23][CH3:24])=[O:21])[N:19]=2)[C:8]=1[C:9]1[CH:14]=[CH:13][C:12]([Cl:15])=[CH:11][C:10]=1[Cl:16].[O:26](C(OC(C)(C)C)=O)[C:27]([O:29][C:30]([CH3:33])([CH3:32])[CH3:31])=O.CCN(CC)CC. Product: [C:30]([O:29][C:27]([CH2:2][C:3]1[C:4]([CH3:25])=[N:5][C:6]2[N:7]([CH:17]=[C:18]([C:20]([O:22][CH2:23][CH3:24])=[O:21])[N:19]=2)[C:8]=1[C:9]1[CH:14]=[CH:13][C:12]([Cl:15])=[CH:11][C:10]=1[Cl:16])=[O:26])([CH3:33])([CH3:32])[CH3:31]. The catalyst class is: 1. (2) Reactant: C([Li])CCC.Br[C:7]1[CH:11]=[CH:10][S:9][CH:8]=1.[Br-].[Mg+2].[Br-].[C:15](O[C:15](=[O:18])[CH2:16][CH3:17])(=[O:18])[CH2:16][CH3:17].[Cl-].[NH4+]. Product: [S:9]1[CH:10]=[CH:11][C:7]([C:15](=[O:18])[CH2:16][CH3:17])=[CH:8]1. The catalyst class is: 28. (3) Reactant: [CH3:1][C:2]1([CH3:26])[CH2:11][CH2:10][C:9]2[C:8]([N:12]3[CH2:17][CH2:16]O[CH2:14][CH2:13]3)=[N:7][C:6]3[S:18]C4C(=O)NC=[N:21][C:20]=4[C:5]=3[C:4]=2[CH2:3]1.N1CC[S:30]CC1. Product: [SH:18][C:6]1[N:7]=[C:8]([N:12]2[CH2:13][CH2:14][S:30][CH2:16][CH2:17]2)[C:9]2[CH2:10][CH2:11][C:2]([CH3:26])([CH3:1])[CH2:3][C:4]=2[C:5]=1[C:20]#[N:21]. The catalyst class is: 8. (4) Reactant: [Br:1][C:2]1[C:11]([O:12][CH2:13][C:14]#[N:15])=[CH:10][CH:9]=[C:8]2[C:3]=1[CH:4]=[CH:5][C:6]([CH2:16][N:17]([CH3:37])[C:18]([C:20]1[O:21][C:22]3[CH:36]=[CH:35][CH:34]=[CH:33][C:23]=3[C:24]=1[CH2:25][CH2:26][C:27]1[CH:32]=[CH:31][CH:30]=[CH:29][CH:28]=1)=[O:19])=[CH:7]2.[N-:38]=[N+:39]=[N-:40].[Na+].[Cl-].[NH4+].[OH-].[Na+]. Product: [Br:1][C:2]1[C:11]([O:12][CH2:13][C:14]2[NH:40][N:39]=[N:38][N:15]=2)=[CH:10][CH:9]=[C:8]2[C:3]=1[CH:4]=[CH:5][C:6]([CH2:16][N:17]([CH3:37])[C:18]([C:20]1[O:21][C:22]3[CH:36]=[CH:35][CH:34]=[CH:33][C:23]=3[C:24]=1[CH2:25][CH2:26][C:27]1[CH:28]=[CH:29][CH:30]=[CH:31][CH:32]=1)=[O:19])=[CH:7]2. The catalyst class is: 18. (5) Product: [Br:3][C:4]1[CH:9]=[CH:8][C:7]([CH:10]([OH:12])[CH3:11])=[C:6]([O:13][CH2:14][CH2:15][CH2:16][O:17][CH3:18])[CH:5]=1. The catalyst class is: 8. Reactant: [BH4-].[Na+].[Br:3][C:4]1[CH:9]=[CH:8][C:7]([C:10](=[O:12])[CH3:11])=[C:6]([O:13][CH2:14][CH2:15][CH2:16][O:17][CH3:18])[CH:5]=1.C(O)(=O)C. (6) Product: [CH3:41][C:42]1[CH:49]=[CH:48][C:45]([CH2:46][NH:47][C:14]([C@H:10]2[CH2:11][CH2:12][CH2:13][N:8]([C:6]([O:5][C:1]([CH3:2])([CH3:3])[CH3:4])=[O:7])[CH2:9]2)=[O:16])=[CH:44][CH:43]=1. The catalyst class is: 2. Reactant: [C:1]([O:5][C:6]([N:8]1[CH2:13][CH2:12][CH2:11][C@H:10]([C:14]([OH:16])=O)[CH2:9]1)=[O:7])([CH3:4])([CH3:3])[CH3:2].CN(C(ON1N=NC2C=CC=NC1=2)=[N+](C)C)C.F[P-](F)(F)(F)(F)F.[CH3:41][C:42]1[CH:49]=[CH:48][C:45]([CH2:46][NH2:47])=[CH:44][CH:43]=1.